Dataset: Forward reaction prediction with 1.9M reactions from USPTO patents (1976-2016). Task: Predict the product of the given reaction. Given the reactants [CH3:1][O:2][C:3](=[O:19])[C:4](=O)[CH:5](Cl)[C:6]1[CH:11]=[C:10]([C:12]([F:15])([F:14])[F:13])[CH:9]=[C:8]([F:16])[CH:7]=1.[C:20]([NH2:23])(=[S:22])[CH3:21], predict the reaction product. The product is: [CH3:1][O:2][C:3]([C:4]1[N:23]=[C:20]([CH3:21])[S:22][C:5]=1[C:6]1[CH:11]=[C:10]([C:12]([F:15])([F:14])[F:13])[CH:9]=[C:8]([F:16])[CH:7]=1)=[O:19].